The task is: Predict the reactants needed to synthesize the given product.. This data is from Full USPTO retrosynthesis dataset with 1.9M reactions from patents (1976-2016). (1) Given the product [O:1]1[C:5]2[CH:6]=[CH:7][C:8]([CH:10]=[CH:11][C:12]([Cl:15])=[O:14])=[CH:9][C:4]=2[O:3][CH2:2]1, predict the reactants needed to synthesize it. The reactants are: [O:1]1[C:5]2[CH:6]=[CH:7][C:8]([CH:10]=[CH:11][C:12]([OH:14])=O)=[CH:9][C:4]=2[O:3][CH2:2]1.[Cl:15]CCl. (2) Given the product [NH2:17][C:9]1[C:10]([C:11]#[C:12][Si:13]([CH3:15])([CH3:14])[CH3:16])=[C:5]([Cl:4])[CH:6]=[C:7]([C:27]([O:29][CH3:30])=[O:28])[C:8]=1[C:20]1[CH:25]=[CH:24][CH:23]=[C:22]([F:26])[CH:21]=1, predict the reactants needed to synthesize it. The reactants are: [Cl-].[NH4+].O.[Cl:4][C:5]1[CH:6]=[C:7]([C:27]([O:29][CH3:30])=[O:28])[C:8]([C:20]2[CH:25]=[CH:24][CH:23]=[C:22]([F:26])[CH:21]=2)=[C:9]([N+:17]([O-])=O)[C:10]=1[C:11]#[C:12][Si:13]([CH3:16])([CH3:15])[CH3:14]. (3) Given the product [F:1][C:2]1[CH:7]=[CH:6][CH:5]=[CH:4][C:3]=1[C@@H:8]([N:20]1[CH2:25][CH2:24][CH2:23][CH2:22][CH2:21]1)[C:9]([OH:11])=[O:10], predict the reactants needed to synthesize it. The reactants are: [F:1][C:2]1[CH:7]=[CH:6][CH:5]=[CH:4][C:3]=1[C@@H:8]([N:20]1[CH2:25][CH2:24][CH2:23][CH2:22][CH2:21]1)[C:9]([O:11][C@H](C1C=CC=CC=1)C)=[O:10]. (4) Given the product [F:5][C:6]1[CH:7]=[C:8]([CH2:13][C:14]([O:16][CH3:1])=[O:15])[CH:9]=[C:10]([F:12])[CH:11]=1, predict the reactants needed to synthesize it. The reactants are: [C:1](Cl)(=O)C.[F:5][C:6]1[CH:7]=[C:8]([CH2:13][C:14]([OH:16])=[O:15])[CH:9]=[C:10]([F:12])[CH:11]=1. (5) Given the product [C:1]1([S:7]([CH:10]([NH:24][CH2:25][C:26]2[CH:27]=[CH:28][C:29]([C:32]3[CH:37]=[CH:36][CH:35]=[C:34]([C:38]#[C:39][CH3:40])[CH:33]=3)=[CH:30][CH:31]=2)[C:11]2[N:16]=[C:15]([NH:17][CH2:18][C:19]([OH:21])=[O:20])[CH:14]=[CH:13][CH:12]=2)(=[O:9])=[O:8])[CH:6]=[CH:5][CH:4]=[CH:3][CH:2]=1, predict the reactants needed to synthesize it. The reactants are: [C:1]1([S:7]([CH:10]([NH:24][CH2:25][C:26]2[CH:31]=[CH:30][C:29]([C:32]3[CH:37]=[CH:36][CH:35]=[C:34]([C:38]#[C:39][CH3:40])[CH:33]=3)=[CH:28][CH:27]=2)[C:11]2[N:16]=[C:15]([NH:17][CH2:18][C:19]([O:21]CC)=[O:20])[CH:14]=[CH:13][CH:12]=2)(=[O:9])=[O:8])[CH:6]=[CH:5][CH:4]=[CH:3][CH:2]=1.[OH-].[Na+].O.Cl. (6) The reactants are: Br[C:2]1[S:6][C:5]([C:7]2[CH:12]=[CH:11][C:10]([O:13][CH:14]([CH3:16])[CH3:15])=[C:9]([Cl:17])[CH:8]=2)=[N:4][CH:3]=1.[CH2:18]([C:20]1[C:25](/[CH:26]=[CH:27]/[O:28][CH3:29])=[CH:24][CH:23]=[CH:22][C:21]=1B1OC(C)(C)C(C)(C)O1)[CH3:19].P([O-])([O-])([O-])=O.[K+].[K+].[K+]. Given the product [Cl:17][C:9]1[CH:8]=[C:7]([C:5]2[S:6][C:2]([C:21]3[CH:22]=[CH:23][CH:24]=[C:25](/[CH:26]=[CH:27]/[O:28][CH3:29])[C:20]=3[CH2:18][CH3:19])=[CH:3][N:4]=2)[CH:12]=[CH:11][C:10]=1[O:13][CH:14]([CH3:16])[CH3:15], predict the reactants needed to synthesize it. (7) Given the product [O:30]1[CH2:31][CH:32]=[C:33]([C:2]2[CH:7]=[CH:6][N:5]3[N:8]=[CH:9][C:10]([C:11]([NH:13][C@@H:14]([C:19]4[CH:24]=[CH:23][C:22]([O:25][C:26]([F:29])([F:28])[F:27])=[CH:21][CH:20]=4)[C:15]([OH:18])([CH3:17])[CH3:16])=[O:12])=[C:4]3[N:3]=2)[CH2:34][CH2:35]1, predict the reactants needed to synthesize it. The reactants are: Cl[C:2]1[CH:7]=[CH:6][N:5]2[N:8]=[CH:9][C:10]([C:11]([NH:13][C@@H:14]([C:19]3[CH:24]=[CH:23][C:22]([O:25][C:26]([F:29])([F:28])[F:27])=[CH:21][CH:20]=3)[C:15]([OH:18])([CH3:17])[CH3:16])=[O:12])=[C:4]2[N:3]=1.[O:30]1[CH2:35][CH:34]=[C:33](B2OC(C)(C)C(C)(C)O2)[CH2:32][CH2:31]1.C(=O)([O-])[O-].[K+].[K+].C1(C)C=CC=CC=1.